From a dataset of Reaction yield outcomes from USPTO patents with 853,638 reactions. Predict the reaction yield, written as a fraction of the theoretical maximum amount of product (1.0 means a 100% yield; for example, 0.34 means a 34% yield). (1) The product is [F:16][C:11]([F:17])([C:8]1[N:9]=[CH:10][C:5]([CH:3]([S:2]([CH3:1])=[N:20][C:19]#[N:18])[CH3:4])=[CH:6][CH:7]=1)[C:12]([F:13])([F:14])[F:15]. The reactants are [CH3:1][S:2][CH:3]([C:5]1[CH:6]=[CH:7][C:8]([C:11]([F:17])([F:16])[C:12]([F:15])([F:14])[F:13])=[N:9][CH:10]=1)[CH3:4].[N:18]#[C:19][NH2:20].C(O)(=O)C.C(O)(=O)C.IC1C=CC=CC=1. The yield is 0.850. The catalyst is C1COCC1. (2) The reactants are C(O[C:6](=O)[N:7]([CH2:9][CH2:10][NH:11][C:12](=[O:30])[C:13]1[CH:18]=[CH:17][C:16]([CH2:19][N:20]([CH3:22])[CH3:21])=[C:15]([O:23][C:24]2[CH:25]=[N:26][CH:27]=[CH:28][CH:29]=2)[CH:14]=1)C)(C)(C)C.FC(F)(F)C(O)=O. The catalyst is C(Cl)Cl. The product is [CH3:21][N:20]([CH2:19][C:16]1[CH:17]=[CH:18][C:13]([C:12]([NH:11][CH2:10][CH2:9][NH:7][CH3:6])=[O:30])=[CH:14][C:15]=1[O:23][C:24]1[CH:25]=[N:26][CH:27]=[CH:28][CH:29]=1)[CH3:22]. The yield is 0.680.